Dataset: Forward reaction prediction with 1.9M reactions from USPTO patents (1976-2016). Task: Predict the product of the given reaction. (1) Given the reactants Cl[C:2]1[N:7]=[C:6]([NH2:8])[CH:5]=[CH:4][CH:3]=1.[CH2:9]([Zn]CC)[CH3:10].CO, predict the reaction product. The product is: [CH2:9]([C:2]1[N:7]=[C:6]([NH2:8])[CH:5]=[CH:4][CH:3]=1)[CH3:10]. (2) Given the reactants Br[C:2]1[CH:3]=[C:4]([C:14]([NH:16][CH2:17][C:18]2[C:19](=[O:27])[NH:20][C:21]([CH3:26])=[CH:22][C:23]=2[CH2:24][CH3:25])=[O:15])[C:5]2[CH:10]=[N:9][N:8]([CH:11]([CH3:13])[CH3:12])[C:6]=2[N:7]=1.[CH3:28][C:29]1([CH3:46])[CH2:34][C:33](B2OC(C)(C)C(C)(C)O2)=[CH:32][C:31]([CH3:45])([CH3:44])[NH:30]1.O1CCOCC1.O.C([O-])([O-])=O.[Na+].[Na+], predict the reaction product. The product is: [CH2:24]([C:23]1[CH:22]=[C:21]([CH3:26])[NH:20][C:19](=[O:27])[C:18]=1[CH2:17][NH:16][C:14]([C:4]1[C:5]2[CH:10]=[N:9][N:8]([CH:11]([CH3:13])[CH3:12])[C:6]=2[N:7]=[C:2]([C:33]2[CH2:32][C:31]([CH3:45])([CH3:44])[NH:30][C:29]([CH3:46])([CH3:28])[CH:34]=2)[CH:3]=1)=[O:15])[CH3:25]. (3) Given the reactants [OH:1][C@H:2]1[CH2:6][NH:5][C@@H:4]([C:7]([OH:9])=[O:8])[CH2:3]1.S(Cl)(Cl)=O.[CH3:14]O, predict the reaction product. The product is: [OH:1][C@H:2]1[CH2:6][NH:5][C@@H:4]([C:7]([O:9][CH3:14])=[O:8])[CH2:3]1. (4) Given the reactants [C:1]([SiH2:5][O:6][C:7]([CH3:33])([CH3:32])[C@@H:8]([NH:11]C1C=NC(C2C=CC(OC(F)(F)F)=CC=2OC)=C(C)C=1)[CH2:9][CH3:10])([CH3:4])([CH3:3])[CH3:2].C1C(=O)N(Br)C(=O)C1, predict the reaction product. The product is: [C:1]([SiH2:5][O:6][C:7]([CH3:32])([CH3:33])[C@@H:8]([NH2:11])[CH2:9][CH3:10])([CH3:4])([CH3:3])[CH3:2].